From a dataset of Full USPTO retrosynthesis dataset with 1.9M reactions from patents (1976-2016). Predict the reactants needed to synthesize the given product. (1) Given the product [Cl:23][CH2:22][C:18](=[O:19])[CH2:17][C:6]1[CH:7]=[CH:8][C:3]([O:2][CH3:1])=[C:4]([O:9][CH3:10])[CH:5]=1, predict the reactants needed to synthesize it. The reactants are: [CH3:1][O:2][C:3]1[CH:8]=[CH:7][CH:6]=[CH:5][C:4]=1[O:9][CH3:10].[Al+3].[Cl-].[Cl-].[Cl-].ClC[CH2:17][C:18](Cl)=[O:19].Cl[CH2:22][Cl:23]. (2) Given the product [C:23]([N:22]([CH3:21])[C:14]([C:12]1[CH:11]=[CH:10][C:9]([C:17]([F:20])([F:19])[F:18])=[C:8]([O:7][CH2:6][CH:2]2[CH2:3][CH2:4][CH2:5][O:1]2)[N:13]=1)=[O:16])([CH3:26])([CH3:25])[CH3:24], predict the reactants needed to synthesize it. The reactants are: [O:1]1[CH2:5][CH2:4][CH2:3][CH:2]1[CH2:6][O:7][C:8]1[N:13]=[C:12]([C:14]([OH:16])=O)[CH:11]=[CH:10][C:9]=1[C:17]([F:20])([F:19])[F:18].[CH3:21][NH:22][C:23]([CH3:26])([CH3:25])[CH3:24].CN(C(ON1N=NC2C=CC=CC1=2)=[N+](C)C)C.[B-](F)(F)(F)F.CCN(C(C)C)C(C)C. (3) Given the product [N:10]1[C:11]2[C:6](=[CH:5][CH:4]=[CH:3][C:2]=2[NH:1][S:22]([C:14]2[CH:13]=[N:12][C:21]3[C:16]([CH:15]=2)=[CH:17][CH:18]=[CH:19][CH:20]=3)(=[O:23])=[O:24])[CH:7]=[CH:8][CH:9]=1, predict the reactants needed to synthesize it. The reactants are: [NH2:1][C:2]1[CH:3]=[CH:4][CH:5]=[C:6]2[C:11]=1[N:10]=[CH:9][CH:8]=[CH:7]2.[N:12]1[C:21]2[C:16](=[CH:17][CH:18]=[CH:19][CH:20]=2)[CH:15]=[C:14]([S:22](Cl)(=[O:24])=[O:23])[CH:13]=1.